From a dataset of Reaction yield outcomes from USPTO patents with 853,638 reactions. Predict the reaction yield, written as a fraction of the theoretical maximum amount of product (1.0 means a 100% yield; for example, 0.34 means a 34% yield). (1) The reactants are [CH:1]1([C:4]2[C:5]([NH:24][S:25]([CH3:28])(=[O:27])=[O:26])=[CH:6][C:7]3[O:11][C:10]([C:12]4[CH:17]=[CH:16][C:15]([F:18])=[CH:14][CH:13]=4)=[C:9]([C:19]([NH:21][CH3:22])=[O:20])[C:8]=3[CH:23]=2)[CH2:3][CH2:2]1.[F:29][C:30]1[CH:35]=[C:34](F)[CH:33]=[C:32]([F:37])[C:31]=1[N+:38]([O-:40])=[O:39].C([O-])([O-])=O.[K+].[K+]. The catalyst is CN(P(N(C)C)(N(C)C)=O)C.CCOC(C)=O.O. The product is [CH:1]1([C:4]2[C:5]([N:24]([C:34]3[CH:33]=[C:32]([F:37])[C:31]([N+:38]([O-:40])=[O:39])=[C:30]([F:29])[CH:35]=3)[S:25]([CH3:28])(=[O:27])=[O:26])=[CH:6][C:7]3[O:11][C:10]([C:12]4[CH:17]=[CH:16][C:15]([F:18])=[CH:14][CH:13]=4)=[C:9]([C:19]([NH:21][CH3:22])=[O:20])[C:8]=3[CH:23]=2)[CH2:3][CH2:2]1. The yield is 0.650. (2) The reactants are [CH3:1][O:2][C:3]1[CH:8]=[C:7]([C:9]([N:11]2[C:17]3[CH:18]=[CH:19][CH:20]=[CH:21][C:16]=3[CH2:15][N:14]3[CH:22]=[CH:23][CH:24]=[C:13]3[CH2:12]2)=[O:10])[CH:6]=[CH:5][C:4]=1[C:25]1[CH:30]=[CH:29][CH:28]=[CH:27][C:26]=1[CH3:31].C(N(CC)CC)C.[Cl:39][C:40]([Cl:45])([Cl:44])[C:41](Cl)=[O:42]. The catalyst is ClCCl. The product is [Cl:39][C:40]([Cl:45])([Cl:44])[C:41]([C:22]1[N:14]2[C:13]([CH2:12][N:11]([C:9]([C:7]3[CH:6]=[CH:5][C:4]([C:25]4[CH:30]=[CH:29][CH:28]=[CH:27][C:26]=4[CH3:31])=[C:3]([O:2][CH3:1])[CH:8]=3)=[O:10])[C:17]3[CH:18]=[CH:19][CH:20]=[CH:21][C:16]=3[CH2:15]2)=[CH:24][CH:23]=1)=[O:42]. The yield is 0.850. (3) The reactants are C(N(CC)CC)C.Cl.[CH3:9][C:10]1[CH:15]=[CH:14][CH:13]=[CH:12][C:11]=1[CH:16]1[CH2:21][CH2:20][CH2:19][CH2:18][NH:17]1.[F:22][C:23]1[N:27]([CH3:28])[N:26]=[C:25]([CH3:29])[C:24]=1[C:30](O)=[O:31].ON1C2C=CC=CC=2N=N1. The catalyst is CN(C)C=O. The product is [F:22][C:23]1[N:27]([CH3:28])[N:26]=[C:25]([CH3:29])[C:24]=1[C:30]([N:17]1[CH2:18][CH2:19][CH2:20][CH2:21][CH:16]1[C:11]1[CH:12]=[CH:13][CH:14]=[CH:15][C:10]=1[CH3:9])=[O:31]. The yield is 0.450. (4) The reactants are [NH2:1][CH2:2][C:3]1[CH:4]=[C:5]([C:10]2[CH:15]=[CH:14][CH:13]=[C:12]([CH2:16][N:17]3[CH2:22][CH2:21][N:20](C(OC(C)(C)C)=O)[C@@H:19]([CH3:30])[CH2:18]3)[CH:11]=2)[CH:6]=[CH:7][C:8]=1[F:9].[O:31]1[C:35]2[CH:36]=[CH:37][C:38]([C:40](O)=[O:41])=[CH:39][C:34]=2[O:33][CH2:32]1.CN(C(ON1N=NC2C=CC=NC1=2)=[N+](C)C)C.F[P-](F)(F)(F)(F)F.C(N(C(C)C)CC)(C)C. The catalyst is CN(C=O)C. The product is [F:9][C:8]1[CH:7]=[CH:6][C:5]([C:10]2[CH:15]=[CH:14][CH:13]=[C:12]([CH2:16][N:17]3[CH2:22][CH2:21][NH:20][C@@H:19]([CH3:30])[CH2:18]3)[CH:11]=2)=[CH:4][C:3]=1[CH2:2][NH:1][C:40]([C:38]1[CH:37]=[CH:36][C:35]2[O:31][CH2:32][O:33][C:34]=2[CH:39]=1)=[O:41]. The yield is 0.401. (5) The reactants are C1(N)C(F)=C(F)C(F)=C(N)C=1F.Cl.Cl.[NH:15]1[CH2:20][CH2:19][CH:18]([N:21]2[CH2:25][CH2:24][N:23]([CH2:26][CH2:27][CH2:28][N:29]3[CH2:34][CH2:33][CH2:32][CH2:31][CH2:30]3)[C:22]2=[C:35]([C:38]#[N:39])[C:36]#[N:37])[CH2:17][CH2:16]1.C(N(CC)CC)C.[C:47](O[C:47]([O:49][C:50]([CH3:53])([CH3:52])[CH3:51])=[O:48])([O:49][C:50]([CH3:53])([CH3:52])[CH3:51])=[O:48]. The catalyst is C(#N)C.O. The product is [C:50]([O:49][C:47]([N:15]1[CH2:20][CH2:19][CH:18]([N:21]2[CH2:25][CH2:24][N:23]([CH2:26][CH2:27][CH2:28][N:29]3[CH2:34][CH2:33][CH2:32][CH2:31][CH2:30]3)[C:22]2=[C:35]([C:36]#[N:37])[C:38]#[N:39])[CH2:17][CH2:16]1)=[O:48])([CH3:53])([CH3:52])[CH3:51]. The yield is 0.366.